Task: Predict which catalyst facilitates the given reaction.. Dataset: Catalyst prediction with 721,799 reactions and 888 catalyst types from USPTO (1) Reactant: [F:1][C:2]1[CH:7]=[C:6]([F:8])[CH:5]=[CH:4][C:3]=1[C:9]1[C:10]2[CH:22]=[C:21]([C:23](O)=[O:24])[S:20][C:11]=2[N:12]([C:14]2[CH:19]=[N:18][CH:17]=[CH:16][N:15]=2)[N:13]=1.Cl.C[N:28](C)CCCN=C=NCC.[OH:38][N:39]1[C:43]2[N:44]=[CH:45][CH:46]=[CH:47][C:42]=2N=N1.CN1CCOCC1. Product: [F:1][C:2]1[CH:7]=[C:6]([F:8])[CH:5]=[CH:4][C:3]=1[C:9]1[C:10]2[CH:22]=[C:21]([C:23]([NH:28][C@@H:46]([C:45]3[O:38][N:39]=[C:43]([CH3:42])[N:44]=3)[CH3:47])=[O:24])[S:20][C:11]=2[N:12]([C:14]2[CH:19]=[N:18][CH:17]=[CH:16][N:15]=2)[N:13]=1. The catalyst class is: 9. (2) Reactant: Cl[C:2]1[N:7]=[CH:6][N:5]2[N:8]=[CH:9][C:10]([C:11]([NH:13][CH:14]3[CH2:19][CH2:18][CH2:17][CH2:16][CH2:15]3)=[O:12])=[C:4]2[CH:3]=1.[Cl:20][C:21]1[CH:22]=[C:23]([CH:26]=[CH:27][CH:28]=1)[CH2:24][NH2:25].C(N(CC)C(C)C)(C)C.C(O)C. Product: [Cl:20][C:21]1[CH:22]=[C:23]([CH:26]=[CH:27][CH:28]=1)[CH2:24][NH:25][C:2]1[N:7]=[CH:6][N:5]2[N:8]=[CH:9][C:10]([C:11]([NH:13][CH:14]3[CH2:19][CH2:18][CH2:17][CH2:16][CH2:15]3)=[O:12])=[C:4]2[CH:3]=1. The catalyst class is: 138. (3) Reactant: [Cl:1][C:2]1[CH:3]=[C:4]([C:12]2[N:17]=[CH:16][C:15]([C:18]3[C:19]([CH2:33][CH3:34])=[C:20]([O:24][CH2:25][CH2:26][CH2:27][C:28]([O:30]CC)=[O:29])[CH:21]=[CH:22][CH:23]=3)=[CH:14][N:13]=2)[CH:5]=[CH:6][C:7]=1[O:8][CH:9]([CH3:11])[CH3:10].[OH-].[Na+]. Product: [Cl:1][C:2]1[CH:3]=[C:4]([C:12]2[N:13]=[CH:14][C:15]([C:18]3[C:19]([CH2:33][CH3:34])=[C:20]([O:24][CH2:25][CH2:26][CH2:27][C:28]([OH:30])=[O:29])[CH:21]=[CH:22][CH:23]=3)=[CH:16][N:17]=2)[CH:5]=[CH:6][C:7]=1[O:8][CH:9]([CH3:11])[CH3:10]. The catalyst class is: 252. (4) Reactant: C(OC([N:8]1[CH2:12][CH2:11][CH2:10][C@@H:9]1[CH2:13][O:14][C:15]1[C:16]([C:21]([O:23][CH2:24][CH3:25])=[O:22])=[N:17][CH:18]=[CH:19][CH:20]=1)=O)(C)(C)C.FC(F)(F)C(O)=O. Product: [NH:8]1[CH2:12][CH2:11][CH2:10][C@@H:9]1[CH2:13][O:14][C:15]1[C:16]([C:21]([O:23][CH2:24][CH3:25])=[O:22])=[N:17][CH:18]=[CH:19][CH:20]=1. The catalyst class is: 4. (5) Reactant: C1([O:6][C:7]([NH:9][C@@H:10]([CH2:14][CH2:15][CH2:16][CH2:17][CH2:18][CH2:19][CH2:20][NH:21][C:22]2[CH:27]=[CH:26][CH:25]=[CH:24][C:23]=2[S:28](=[O:46])(=[O:45])[NH:29][C:30]([C@@:32]2([NH:37][C:38]([C@@H:40]3[CH2:44][CH2:43][CH2:42][NH:41]3)=[O:39])[CH2:34][C@H:33]2[CH:35]=[CH2:36])=[O:31])[C:11]([OH:13])=O)=[O:8])CCCC1.[CH3:47]CN(C(C)C)C(C)C.CN(C(ON1N=N[C:66]2[CH:67]=[CH:68][CH:69]=N[C:65]1=2)=[N+](C)C)C.F[P-](F)(F)(F)(F)F.C[N:81]([CH:83]=[O:84])C. Product: [CH:65]1([O:6][C:7](=[O:8])[NH:9][C@H:10]2[CH2:14][CH2:15][CH2:16][CH2:17][CH2:18][CH2:19][CH2:20][NH:21][C:22]3[CH:27]=[CH:26][CH:25]=[CH:24][C:23]=3[S:28](=[O:45])(=[O:46])[NH:29][C:30](=[O:31])[CH:32]([C@@:34]3([N:81]=[C:83]=[O:84])[CH2:47][C@H:33]3[CH:35]=[CH2:36])[NH:37][C:38](=[O:39])[C@H:40]3[N:41]([CH2:42][CH2:43][CH2:44]3)[C:11]2=[O:13])[CH2:66][CH2:67][CH2:68][CH2:69]1. The catalyst class is: 2. (6) The catalyst class is: 3. Product: [Cl:21][CH2:22][CH2:23][CH2:24][CH2:25][CH2:26][O:27][C:28]1[CH:35]=[CH:34][C:31]([CH2:32][N:10]2[C:11]3[C:16](=[CH:15][CH:14]=[CH:13][CH:12]=3)[C:17]3[CH2:18][CH2:19][O:20][C:7]4[CH:6]=[CH:5][CH:4]=[CH:3][C:8]=4[C:9]2=3)=[CH:30][CH:29]=1. Reactant: [H-].[Na+].[CH:3]1[C:8]2[C:9]3[NH:10][C:11]4[C:16]([C:17]=3[CH2:18][CH2:19][O:20][C:7]=2[CH:6]=[CH:5][CH:4]=1)=[CH:15][CH:14]=[CH:13][CH:12]=4.[Cl:21][CH2:22][CH2:23][CH2:24][CH2:25][CH2:26][O:27][C:28]1[CH:35]=[CH:34][C:31]([CH2:32]Br)=[CH:30][CH:29]=1.O. (7) Reactant: [OH:1][C:2]1[CH:7]=[CH:6][C:5]([C:8](=[C:19]2[CH2:24][C:23]([CH3:26])([CH3:25])[O:22][C:21]([CH3:28])([CH3:27])[CH2:20]2)[C:9]2[CH:18]=[CH:17][C:12]([C:13]([O:15]C)=[O:14])=[CH:11][CH:10]=2)=[CH:4][CH:3]=1.[OH-].[Na+]. Product: [OH:1][C:2]1[CH:3]=[CH:4][C:5]([C:8](=[C:19]2[CH2:20][C:21]([CH3:28])([CH3:27])[O:22][C:23]([CH3:26])([CH3:25])[CH2:24]2)[C:9]2[CH:18]=[CH:17][C:12]([C:13]([OH:15])=[O:14])=[CH:11][CH:10]=2)=[CH:6][CH:7]=1. The catalyst class is: 242.